From a dataset of Reaction yield outcomes from USPTO patents with 853,638 reactions. Predict the reaction yield, written as a fraction of the theoretical maximum amount of product (1.0 means a 100% yield; for example, 0.34 means a 34% yield). (1) The reactants are C([O:5][P:6]([CH:13]([C:15]1[C:20]([CH3:21])=[CH:19][N:18]=[C:17]([CH3:22])[C:16]=1[O:23]CC1C=CC=CC=1)[OH:14])(=[O:12])[O:7]C(C)(C)C)(C)(C)C. The catalyst is CO.[Pd]. The product is [OH:14][CH:13]([P:6](=[O:5])([OH:7])[OH:12])[C:15]1[C:20]([CH3:21])=[CH:19][N:18]=[C:17]([CH3:22])[C:16]=1[OH:23]. The yield is 0.700. (2) The reactants are [Br:1][C:2]1[C:10]([OH:11])=[CH:9][CH:8]=[C:7]([OH:12])[C:3]=1[CH:4]=[N:5]O.[C:13]([O-:16])(=O)[CH3:14].[Na+].[CH3:18][C:19](OC(C)=O)=[O:20]. No catalyst specified. The product is [Br:1][C:2]1[C:3]([C:4]#[N:5])=[C:7]([O:12][C:19]([CH3:18])=[O:20])[CH:8]=[CH:9][C:10]=1[O:11][C:13]([CH3:14])=[O:16]. The yield is 0.691.